Task: Predict the product of the given reaction.. Dataset: Forward reaction prediction with 1.9M reactions from USPTO patents (1976-2016) (1) Given the reactants [NH:1]1[C:9]2[C:4](=[CH:5][C:6]([NH:10][C:11]3[C:12]4[CH:19]=[C:18]([C:20](O)=[O:21])[NH:17][C:13]=4[N:14]=[CH:15][N:16]=3)=[CH:7][CH:8]=2)[CH:3]=[N:2]1.[O:23]1[CH2:28][CH2:27][CH:26]([NH2:29])[CH2:25][CH2:24]1, predict the reaction product. The product is: [NH:1]1[C:9]2[C:4](=[CH:5][C:6]([NH:10][C:11]3[C:12]4[CH:19]=[C:18]([C:20]([NH:29][CH:26]5[CH2:27][CH2:28][O:23][CH2:24][CH2:25]5)=[O:21])[NH:17][C:13]=4[N:14]=[CH:15][N:16]=3)=[CH:7][CH:8]=2)[CH:3]=[N:2]1. (2) Given the reactants C(OC(=O)[NH:7][CH:8]([C:10]1[CH:15]=[C:14]([Cl:16])[C:13]([CH3:17])=[C:12]([C:18]2[CH:23]=[CH:22][CH:21]=[C:20]([C:24]([N:26]([CH3:28])[CH3:27])=[O:25])[N:19]=2)[C:11]=1[O:29][CH3:30])[CH3:9])(C)(C)C, predict the reaction product. The product is: [ClH:16].[ClH:16].[NH2:7][CH:8]([C:10]1[C:11]([O:29][CH3:30])=[C:12]([C:18]2[N:19]=[C:20]([C:24]([N:26]([CH3:27])[CH3:28])=[O:25])[CH:21]=[CH:22][CH:23]=2)[C:13]([CH3:17])=[C:14]([Cl:16])[CH:15]=1)[CH3:9]. (3) Given the reactants [Cl:1][C:2]1[C:3]2[CH:10]=[CH:9][N:8]([CH3:11])[C:4]=2[N:5]=[CH:6][N:7]=1.[NH2:12][C@@H:13]1[CH2:18][CH2:17][C@H:16]([NH:19][C:20](=[O:29])[C:21]2[CH:26]=[CH:25][C:24]([F:27])=[C:23]([Cl:28])[CH:22]=2)[CH2:15][CH2:14]1, predict the reaction product. The product is: [ClH:1].[Cl:28][C:23]1[CH:22]=[C:21]([CH:26]=[CH:25][C:24]=1[F:27])[C:20]([NH:19][C@H:16]1[CH2:15][CH2:14][C@@H:13]([NH:12][C:2]2[C:3]3[CH:10]=[CH:9][N:8]([CH3:11])[C:4]=3[N:5]=[CH:6][N:7]=2)[CH2:18][CH2:17]1)=[O:29]. (4) Given the reactants [CH3:1][N:2]([CH3:27])[C:3]1[C:8]2[C:9]3[N:10]=[CH:11][N:12]([C:17]4[CH:18]=[C:19]([CH:24]=[CH:25][CH:26]=4)[C:20]([NH:22][OH:23])=[NH:21])[C:13](=[O:16])[C:14]=3[S:15][C:7]=2[N:6]=[CH:5][CH:4]=1.[C:28](Cl)(=O)[C:29]1[CH:34]=[CH:33][CH:32]=[CH:31][CH:30]=1.C(=O)([O-])[O-].[K+].[K+], predict the reaction product. The product is: [CH3:1][N:2]([CH3:27])[C:3]1[C:8]2[C:9]3[N:10]=[CH:11][N:12]([C:17]4[CH:26]=[CH:25][CH:24]=[C:19]([C:20]5[N:21]=[C:28]([C:29]6[CH:34]=[CH:33][CH:32]=[CH:31][CH:30]=6)[O:23][N:22]=5)[CH:18]=4)[C:13](=[O:16])[C:14]=3[S:15][C:7]=2[N:6]=[CH:5][CH:4]=1. (5) Given the reactants [CH3:1][C:2]1[CH:7]=[CH:6][C:5]([O:8][CH3:9])=[CH:4][C:3]=1[N+:10]([O-:12])=[O:11].[Br:13]N1C(=O)CCC1=O, predict the reaction product. The product is: [Br:13][CH2:1][C:2]1[CH:7]=[CH:6][C:5]([O:8][CH3:9])=[CH:4][C:3]=1[N+:10]([O-:12])=[O:11]. (6) Given the reactants [Cl:1][C:2]1[CH:3]=[C:4]([CH2:9][C:10]([OH:12])=O)[CH:5]=[CH:6][C:7]=1[Cl:8].[Cl-].[Al+3].[Cl-].[Cl-].[CH3:17][O:18][C:19]1[CH:24]=[CH:23][CH:22]=[CH:21][C:20]=1[O:25][CH3:26].Cl, predict the reaction product. The product is: [Cl:1][C:2]1[CH:3]=[C:4]([CH2:9][C:10]([C:22]2[CH:23]=[CH:24][C:19]([O:18][CH3:17])=[C:20]([O:25][CH3:26])[CH:21]=2)=[O:12])[CH:5]=[CH:6][C:7]=1[Cl:8].